From a dataset of Peptide-MHC class I binding affinity with 185,985 pairs from IEDB/IMGT. Regression. Given a peptide amino acid sequence and an MHC pseudo amino acid sequence, predict their binding affinity value. This is MHC class I binding data. (1) The peptide sequence is TLIGDCATV. The MHC is HLA-A02:03 with pseudo-sequence HLA-A02:03. The binding affinity (normalized) is 0.991. (2) The peptide sequence is AYDHGNVIL. The MHC is HLA-B07:02 with pseudo-sequence HLA-B07:02. The binding affinity (normalized) is 0.0847. (3) The peptide sequence is ELESQISEL. The MHC is HLA-A02:02 with pseudo-sequence HLA-A02:02. The binding affinity (normalized) is 0.579. (4) The peptide sequence is SHEGEGIPL. The MHC is HLA-A26:01 with pseudo-sequence HLA-A26:01. The binding affinity (normalized) is 0.0847. (5) The peptide sequence is LFLDGIDKA. The MHC is HLA-B57:01 with pseudo-sequence HLA-B57:01. The binding affinity (normalized) is 0. (6) The peptide sequence is NPVPVGNIY. The MHC is HLA-B07:02 with pseudo-sequence HLA-B07:02. The binding affinity (normalized) is 0. (7) The peptide sequence is FTWQHNYYL. The MHC is HLA-B27:03 with pseudo-sequence HLA-B27:03. The binding affinity (normalized) is 0.0847.